From a dataset of CYP2C9 inhibition data for predicting drug metabolism from PubChem BioAssay. Regression/Classification. Given a drug SMILES string, predict its absorption, distribution, metabolism, or excretion properties. Task type varies by dataset: regression for continuous measurements (e.g., permeability, clearance, half-life) or binary classification for categorical outcomes (e.g., BBB penetration, CYP inhibition). Dataset: cyp2c9_veith. (1) The drug is CCC/C=C(\CCC)C(NS(=O)(=O)c1ccccc1)c1ccc(C(F)(F)F)cc1. The result is 1 (inhibitor). (2) The molecule is COc1ccc(N=Cc2ccc(CNS(=O)(=O)c3ccc(Cl)cc3)o2)cc1. The result is 0 (non-inhibitor). (3) The molecule is CCOC(=O)N(c1ccccc1)P1(=S)OCC(C)O1. The result is 1 (inhibitor). (4) The compound is O=C(/C=C\c1ccccc1)c1ccccc1O. The result is 0 (non-inhibitor). (5) The compound is C#CCOC(=O)C1=CCCN(C)C1.Cc1ccc(S(=O)(=O)O)cc1. The result is 0 (non-inhibitor). (6) The compound is Cn1c(CC(=O)Nc2ccc(Cl)c(Cl)c2)nnc1SCC(=O)N1CCN(c2ccccc2)CC1. The result is 1 (inhibitor).